From a dataset of Reaction yield outcomes from USPTO patents with 853,638 reactions. Predict the reaction yield, written as a fraction of the theoretical maximum amount of product (1.0 means a 100% yield; for example, 0.34 means a 34% yield). The reactants are [CH3:1][O:2][C:3]([C:5]1[N:6]=[CH:7][C:8]([N:11]2[CH2:16][CH2:15][N:14](C(OC(C)(C)C)=O)[CH2:13][C@H:12]2[CH3:24])=[N:9][CH:10]=1)=[O:4].Cl. The catalyst is CO. The product is [CH3:1][O:2][C:3]([C:5]1[N:6]=[CH:7][C:8]([N:11]2[CH2:16][CH2:15][NH:14][CH2:13][C@H:12]2[CH3:24])=[N:9][CH:10]=1)=[O:4]. The yield is 0.770.